From a dataset of Reaction yield outcomes from USPTO patents with 853,638 reactions. Predict the reaction yield, written as a fraction of the theoretical maximum amount of product (1.0 means a 100% yield; for example, 0.34 means a 34% yield). The reactants are [N:1]1[N:2]([CH2:6][C@@H:7]2[C@H:10]([NH:11][C:12](=[O:39])/[C:13](=[N:27]\[O:28][C:29]([CH3:38])([CH3:37])[C:30]([O:32]C(C)(C)C)=[O:31])/[C:14]3[N:15]=[C:16]([NH:19]C(OC(C)(C)C)=O)[S:17][CH:18]=3)[C:9](=[O:40])[N:8]2[S:41]([OH:44])(=[O:43])=[O:42])[N:3]=[CH:4][CH:5]=1. The catalyst is C(O)=O. The product is [N:3]1[N:2]([CH2:6][C@@H:7]2[C@H:10]([NH:11][C:12](=[O:39])/[C:13](=[N:27]\[O:28][C:29]([CH3:38])([CH3:37])[C:30]([OH:32])=[O:31])/[C:14]3[N:15]=[C:16]([NH2:19])[S:17][CH:18]=3)[C:9](=[O:40])[N:8]2[S:41]([OH:44])(=[O:42])=[O:43])[N:1]=[CH:5][CH:4]=1. The yield is 0.150.